Dataset: Forward reaction prediction with 1.9M reactions from USPTO patents (1976-2016). Task: Predict the product of the given reaction. (1) Given the reactants C[O:2][C:3]([C:5]1[CH:10]=[CH:9][C:8]([C:11]2[CH:16]=[C:15]([O:17][CH3:18])[CH:14]=[CH:13][C:12]=2[F:19])=[C:7]([CH:20]([OH:26])[C:21]([CH3:25])([CH3:24])[CH:22]=[CH2:23])[CH:6]=1)=O.[H-].[H-].[H-].[H-].[Li+].[Al+3], predict the reaction product. The product is: [F:19][C:12]1[CH:13]=[CH:14][C:15]([O:17][CH3:18])=[CH:16][C:11]=1[C:8]1[CH:9]=[CH:10][C:5]([CH2:3][OH:2])=[CH:6][C:7]=1[CH:20]([OH:26])[C:21]([CH3:25])([CH3:24])[CH:22]=[CH2:23]. (2) Given the reactants [Cl:1][C:2]1[C:3]([CH2:12][O:13][C:14]2[CH:15]=[N:16][C:17]([CH:21]3[CH2:23][CH2:22]3)=[C:18]([Cl:20])[CH:19]=2)=[CH:4][C:5]([F:11])=[C:6]([CH:10]=1)[C:7]([OH:9])=O.[F:24][C:25]1([F:33])[CH2:28][N:27]([S:29]([NH2:32])(=[O:31])=[O:30])[CH2:26]1.C(N(C(C)C)CC)(C)C.F[P-](F)(F)(F)(F)F.CN(C(N(C)C)=[N+]1C2C(=NC=CC=2)[N+]([O-])=N1)C, predict the reaction product. The product is: [Cl:1][C:2]1[C:3]([CH2:12][O:13][C:14]2[CH:15]=[N:16][C:17]([CH:21]3[CH2:23][CH2:22]3)=[C:18]([Cl:20])[CH:19]=2)=[CH:4][C:5]([F:11])=[C:6]([CH:10]=1)[C:7]([NH:32][S:29]([N:27]1[CH2:28][C:25]([F:33])([F:24])[CH2:26]1)(=[O:31])=[O:30])=[O:9]. (3) Given the reactants [F:1][C:2]([F:36])([F:35])[C:3]1[CH:30]=[C:29]([C:31]([F:34])([F:33])[F:32])[CH:28]=[CH:27][C:4]=1[CH2:5][N:6]1[C:14]2[C:9](=[CH:10][C:11](/[CH:15]=[C:16]3/[C:17](=[O:26])[N:18]([CH2:22][C:23](O)=[O:24])[C:19](=[O:21])[S:20]/3)=[CH:12][CH:13]=2)[CH:8]=[N:7]1.[S:37]([NH2:41])([NH2:40])(=[O:39])=[O:38], predict the reaction product. The product is: [F:35][C:2]([F:36])([F:1])[C:3]1[CH:30]=[C:29]([C:31]([F:32])([F:33])[F:34])[CH:28]=[CH:27][C:4]=1[CH2:5][N:6]1[C:14]2[C:9](=[CH:10][C:11](/[CH:15]=[C:16]3/[C:17](=[O:26])[N:18]([CH2:22][C:23]([NH:40][S:37](=[O:39])(=[O:38])[NH2:41])=[O:24])[C:19](=[O:21])[S:20]/3)=[CH:12][CH:13]=2)[CH:8]=[N:7]1. (4) Given the reactants C(N(CC)CC)C.[F:8][CH2:9][C@H:10]1[CH2:14][N:13]([C@@H:15]([C:17]2[CH:22]=[CH:21][CH:20]=[CH:19][CH:18]=2)[CH3:16])[C:12](=[O:23])[C@@H:11]1O.CS(Cl)(=O)=O.[N-:30]=[N+:31]=[N-:32].[Na+], predict the reaction product. The product is: [N:30]([C@H:11]1[C@@H:10]([CH2:9][F:8])[CH2:14][N:13]([C@@H:15]([C:17]2[CH:22]=[CH:21][CH:20]=[CH:19][CH:18]=2)[CH3:16])[C:12]1=[O:23])=[N+:31]=[N-:32]. (5) Given the reactants [Cl:1][C:2]1[CH:7]=[CH:6][C:5](/[CH:8]=[CH:9]/[C:10]([N:12]2[CH2:17][CH2:16][CH:15]([C:18]([NH:20][NH2:21])=[O:19])[CH2:14][CH2:13]2)=[O:11])=[C:4]([CH2:22][N:23]2[N:27]=[N:26][C:25]([CH3:28])=[N:24]2)[CH:3]=1.[F:29][C:30]([F:36])([F:35])[CH2:31][C:32](O)=O, predict the reaction product. The product is: [Cl:1][C:2]1[CH:7]=[CH:6][C:5](/[CH:8]=[CH:9]/[C:10]([N:12]2[CH2:17][CH2:16][CH:15]([C:18]3[O:19][C:32]([CH2:31][C:30]([F:36])([F:35])[F:29])=[N:21][N:20]=3)[CH2:14][CH2:13]2)=[O:11])=[C:4]([CH2:22][N:23]2[N:27]=[N:26][C:25]([CH3:28])=[N:24]2)[CH:3]=1. (6) The product is: [Cl:1][C:2]1[N:10]=[C:9]2[C:5]([N:6]=[CH:7][N:8]2[CH:11]2[CH2:15][CH2:14][CH2:13][CH2:12]2)=[C:4]([NH:25][CH2:24][CH2:23][CH2:22][O:21][CH2:20][CH2:19][O:18][CH3:17])[N:3]=1. Given the reactants [Cl:1][C:2]1[N:10]=[C:9]2[C:5]([N:6]=[CH:7][N:8]2[CH:11]2[CH2:15][CH2:14][CH2:13][CH2:12]2)=[C:4](Cl)[N:3]=1.[CH3:17][O:18][CH2:19][CH2:20][O:21][CH2:22][CH2:23][CH2:24][NH2:25], predict the reaction product.